From a dataset of Peptide-MHC class II binding affinity with 134,281 pairs from IEDB. Regression. Given a peptide amino acid sequence and an MHC pseudo amino acid sequence, predict their binding affinity value. This is MHC class II binding data. (1) The peptide sequence is DGDLKRLRDLNQAVN. The MHC is DRB1_1501 with pseudo-sequence DRB1_1501. The binding affinity (normalized) is 0.146. (2) The peptide sequence is DRYSVDADLQLGELI. The MHC is HLA-DQA10601-DQB10402 with pseudo-sequence HLA-DQA10601-DQB10402. The binding affinity (normalized) is 0. (3) The peptide sequence is DSTVIRNLKNAGLIV. The MHC is DRB1_0301 with pseudo-sequence DRB1_0301. The binding affinity (normalized) is 0.424. (4) The peptide sequence is VPGNKKFVVNNLFFN. The MHC is HLA-DQA10501-DQB10301 with pseudo-sequence HLA-DQA10501-DQB10301. The binding affinity (normalized) is 0.143. (5) The peptide sequence is DIIEGPVKNVAVPLY. The MHC is HLA-DQA10102-DQB10602 with pseudo-sequence HLA-DQA10102-DQB10602. The binding affinity (normalized) is 0.412.